This data is from Forward reaction prediction with 1.9M reactions from USPTO patents (1976-2016). The task is: Predict the product of the given reaction. (1) Given the reactants [CH3:1][Mg+].[Br-].[CH:4]1([C@H:8]([NH:10][C:11]2[N:19]=[C:18]([C:20]3[NH:24][C:23](=[O:25])[O:22][N:21]=3)[N:17]=[C:16]3[C:12]=2[N:13]([CH2:32][C@H:33]2[CH2:38][CH2:37][C@H:36]([CH3:39])[CH2:35][CH2:34]2)[C:14]([C:26](=[O:31])[C:27]([CH3:30])([CH3:29])[CH3:28])=[N:15]3)[CH3:9])[CH2:7][CH2:6][CH2:5]1, predict the reaction product. The product is: [CH:4]1([C@H:8]([NH:10][C:11]2[N:19]=[C:18]([C:20]3[NH:24][C:23](=[O:25])[O:22][N:21]=3)[N:17]=[C:16]3[C:12]=2[N:13]([CH2:32][C@H:33]2[CH2:34][CH2:35][C@H:36]([CH3:39])[CH2:37][CH2:38]2)[C:14]([C:26]([OH:31])([CH3:1])[C:27]([CH3:30])([CH3:29])[CH3:28])=[N:15]3)[CH3:9])[CH2:7][CH2:6][CH2:5]1. (2) Given the reactants [CH3:1][N:2]([CH2:18][C:19]1[CH:24]=[CH:23][CH:22]=[C:21]([C:25](=[O:59])[NH:26][C:27]2[CH:32]=[CH:31][C:30]([N:33]3[CH2:38][CH2:37][CH2:36][CH2:35][CH2:34]3)=[CH:29][C:28]=2[C:39]2[CH:44]=[C:43]([C:45](=[O:58])[NH:46][CH2:47][C:48]3[CH:53]=[CH:52][CH:51]=[C:50]([C:54]([F:57])([F:56])[F:55])[CH:49]=3)[CH:42]=[CH:41][N:40]=2)[N:20]=1)[CH2:3][CH2:4][N:5]1[CH2:10][CH2:9][N:8]([C:11]([O:13]C(C)(C)C)=O)[CH2:7][CH2:6]1.Cl[CH2:61]Cl.C(O)(C(F)(F)F)=O.C(N(CC)C(C)C)(C)C.C(Cl)(=O)C, predict the reaction product. The product is: [C:11]([N:8]1[CH2:7][CH2:6][N:5]([CH2:4][CH2:3][N:2]([CH2:18][C:19]2[N:20]=[C:21]([C:25]([NH:26][C:27]3[CH:32]=[CH:31][C:30]([N:33]4[CH2:34][CH2:35][CH2:36][CH2:37][CH2:38]4)=[CH:29][C:28]=3[C:39]3[CH:44]=[C:43]([C:45](=[O:58])[NH:46][CH2:47][C:48]4[CH:53]=[CH:52][CH:51]=[C:50]([C:54]([F:55])([F:57])[F:56])[CH:49]=4)[CH:42]=[CH:41][N:40]=3)=[O:59])[CH:22]=[CH:23][CH:24]=2)[CH3:1])[CH2:10][CH2:9]1)(=[O:13])[CH3:61]. (3) Given the reactants [NH2:1][C@H:2]([CH2:31][C:32]1[CH:37]=[CH:36][CH:35]=[CH:34][CH:33]=1)[CH2:3][C:4]([N:6]1[CH2:11][CH2:10][CH:9]([N:12]2[C:17](=[O:18])[C:16]([CH3:20])([CH3:19])[CH2:15][C:14]([C:21]3[CH:26]=[CH:25][C:24]([O:27][CH3:28])=[C:23]([O:29][CH3:30])[CH:22]=3)=[N:13]2)[CH2:8][CH2:7]1)=[O:5].[CH:38]1([CH2:41][O:42][C:43]2[CH:51]=[CH:50][C:46]3[O:47][CH2:48][O:49][C:45]=3[C:44]=2[C:52]2[C:53]3[NH:60][CH:59]=[C:58]([C:61](O)=[O:62])[C:54]=3[N:55]=[CH:56][N:57]=2)[CH2:40][CH2:39]1.CCOC(C(C#N)=NOC(N1CCOCC1)=[N+](C)C)=O.F[P-](F)(F)(F)(F)F.CCN(C(C)C)C(C)C.C(=O)(O)[O-].[Na+], predict the reaction product. The product is: [CH:38]1([CH2:41][O:42][C:43]2[CH:51]=[CH:50][C:46]3[O:47][CH2:48][O:49][C:45]=3[C:44]=2[C:52]2[C:53]3[NH:60][CH:59]=[C:58]([C:61]([NH:1][C@@H:2]([CH2:3][C:4]([N:6]4[CH2:11][CH2:10][CH:9]([N:12]5[C:17](=[O:18])[C:16]([CH3:20])([CH3:19])[CH2:15][C:14]([C:21]6[CH:26]=[CH:25][C:24]([O:27][CH3:28])=[C:23]([O:29][CH3:30])[CH:22]=6)=[N:13]5)[CH2:8][CH2:7]4)=[O:5])[CH2:31][C:32]4[CH:37]=[CH:36][CH:35]=[CH:34][CH:33]=4)=[O:62])[C:54]=3[N:55]=[CH:56][N:57]=2)[CH2:39][CH2:40]1. (4) Given the reactants [Cl:1][C:2]1[CH:3]=[C:4]([CH2:9][C:10]#[N:11])[CH:5]=[CH:6][C:7]=1[Cl:8].C([Li])CCC.[CH3:17][N:18]([CH3:27])[C:19]1[CH:20]=[C:21]([CH:24]=[CH:25][CH:26]=1)[CH:22]=[O:23].C(O)(=O)C, predict the reaction product. The product is: [Cl:1][C:2]1[CH:3]=[C:4]([CH:9]([CH:22]([C:21]2[CH:24]=[CH:25][CH:26]=[C:19]([N:18]([CH3:27])[CH3:17])[CH:20]=2)[OH:23])[C:10]#[N:11])[CH:5]=[CH:6][C:7]=1[Cl:8]. (5) Given the reactants [CH3:1][O:2][C:3]1[N:8]=[CH:7][C:6]([C:9]2[C:18]([CH3:19])=[CH:17][C:12]([C:13]([O:15][CH3:16])=[O:14])=[CH:11][C:10]=2[CH3:20])=[CH:5][CH:4]=1.C([O-])(=O)C.[K+].[Br:26]Br.[OH-].[Na+], predict the reaction product. The product is: [Br:26][C:4]1[CH:5]=[C:6]([C:9]2[C:18]([CH3:19])=[CH:17][C:12]([C:13]([O:15][CH3:16])=[O:14])=[CH:11][C:10]=2[CH3:20])[CH:7]=[N:8][C:3]=1[O:2][CH3:1]. (6) Given the reactants [Cl:1][C:2]1[CH:7]=[CH:6][C:5]([C:8]2[CH:9]=[CH:10][C:11]3[N:12]([C:14]([C:17]([OH:19])=O)=[CH:15][N:16]=3)[CH:13]=2)=[CH:4][CH:3]=1.[NH2:20][C:21]1[CH:30]=[CH:29][C:24]([C:25]([NH:27]O)=[NH:26])=[CH:23][N:22]=1, predict the reaction product. The product is: [Cl:1][C:2]1[CH:3]=[CH:4][C:5]([C:8]2[CH:9]=[CH:10][C:11]3[N:12]([C:14]([C:17]4[O:19][N:27]=[C:25]([C:24]5[CH:29]=[CH:30][C:21]([NH2:20])=[N:22][CH:23]=5)[N:26]=4)=[CH:15][N:16]=3)[CH:13]=2)=[CH:6][CH:7]=1.